This data is from Full USPTO retrosynthesis dataset with 1.9M reactions from patents (1976-2016). The task is: Predict the reactants needed to synthesize the given product. (1) Given the product [OH:3][C:1]([C:4]1[CH:5]=[CH:6][C:7]2[C:8]3[C:16]([C:17]4[CH:22]=[CH:21][CH:20]=[C:19]([N:23]5[CH2:31][C:30]6[C:25](=[CH:26][C:27]([O:32][CH3:33])=[CH:28][CH:29]=6)[C:24]5=[O:34])[C:18]=4[CH3:35])=[N:15][N:14]=[C:13]([C:36]([NH2:38])=[O:37])[C:9]=3[NH:10][C:11]=2[CH:12]=1)([CH3:39])[CH3:2], predict the reactants needed to synthesize it. The reactants are: [C:1]([C:4]1[CH:5]=[CH:6][C:7]2[C:8]3[C:16]([C:17]4[CH:22]=[CH:21][CH:20]=[C:19]([N:23]5[CH2:31][C:30]6[C:25](=[CH:26][C:27]([O:32][CH3:33])=[CH:28][CH:29]=6)[C:24]5=[O:34])[C:18]=4[CH3:35])=[N:15][N:14]=[C:13]([C:36]([NH2:38])=[O:37])[C:9]=3[NH:10][C:11]=2[CH:12]=1)(=[O:3])[CH3:2].[CH3:39][Mg]Br. (2) Given the product [C:1]([NH:4][C:5]1[C:10]2=[N:11][C:12]([C:17]([NH:35][CH2:34][C:31]3[CH:32]=[CH:33][C:28]([F:27])=[CH:29][CH:30]=3)=[O:18])=[C:13]([OH:16])[C:14](=[O:15])[N:9]2[CH:8]=[C:7]([N:21]2[CH2:22][CH2:23][O:24][CH2:25][CH2:26]2)[CH:6]=1)(=[O:3])[CH3:2], predict the reactants needed to synthesize it. The reactants are: [C:1]([NH:4][C:5]1[C:10]2=[N:11][C:12]([C:17](OC)=[O:18])=[C:13]([OH:16])[C:14](=[O:15])[N:9]2[CH:8]=[C:7]([N:21]2[CH2:26][CH2:25][O:24][CH2:23][CH2:22]2)[CH:6]=1)(=[O:3])[CH3:2].[F:27][C:28]1[CH:33]=[CH:32][C:31]([CH2:34][NH2:35])=[CH:30][CH:29]=1. (3) Given the product [NH2:1][C:2]1[N:7]=[CH:6][N:5]=[C:4]2[N:8]([CH:12]([C:14]3[CH:19]=[C:18]([CH3:20])[C:17]([C:21]#[N:22])=[C:16]([CH:23]4[CH2:26][NH:25][CH2:24]4)[C:15]=3[O:34][CH3:35])[CH3:13])[N:9]=[C:10]([CH3:11])[C:3]=12, predict the reactants needed to synthesize it. The reactants are: [NH2:1][C:2]1[N:7]=[CH:6][N:5]=[C:4]2[N:8]([CH:12]([C:14]3[C:15]([O:34][CH3:35])=[C:16]([CH:23]4[CH2:26][N:25](C(OC(C)(C)C)=O)[CH2:24]4)[C:17]([C:21]#[N:22])=[C:18]([CH3:20])[CH:19]=3)[CH3:13])[N:9]=[C:10]([CH3:11])[C:3]=12.FC(F)(F)C(O)=O. (4) Given the product [F:17][C:13]1[CH:12]=[C:11]2[C:16](=[CH:15][CH:14]=1)[NH:8][C:9]([C:18]1[N:23]=[C:22]([NH:24][C:25]3[CH:33]=[CH:32][C:28]([C:29]([N:41]4[CH2:40][CH2:39][NH:38][C@H:37]([CH3:36])[CH2:42]4)=[O:30])=[CH:27][C:26]=3[O:34][CH3:35])[CH:21]=[N:20][CH:19]=1)=[CH:10]2, predict the reactants needed to synthesize it. The reactants are: C(OC([N:8]1[C:16]2[C:11](=[CH:12][C:13]([F:17])=[CH:14][CH:15]=2)[CH:10]=[C:9]1[C:18]1[N:23]=[C:22]([NH:24][C:25]2[CH:33]=[CH:32][C:28]([C:29](O)=[O:30])=[CH:27][C:26]=2[O:34][CH3:35])[CH:21]=[N:20][CH:19]=1)=O)(C)(C)C.[CH3:36][C@@H:37]1[CH2:42][NH:41][CH2:40][CH2:39][NH:38]1.CN(C(ON1N=NC2C=CC=CC1=2)=[N+](C)C)C.[B-](F)(F)(F)F. (5) The reactants are: [O:1]=[C:2]1[N:11]([CH:12]2[CH2:17][CH2:16][N:15](C(OC(C)(C)C)=O)[CH2:14][CH2:13]2)[C@H:10]2[C@@H:5]([CH2:6][CH2:7][CH2:8][CH2:9]2)[O:4][CH2:3]1.Cl.C(N(CC)CC)C.O=[C:34]1[CH2:39][CH2:38][N:37]([C:40]([O:42][CH:43]([CH3:45])[CH3:44])=[O:41])[CH2:36][CH2:35]1.C(O[BH-](OC(=O)C)OC(=O)C)(=O)C.[Na+].C([O-])(O)=O.[Na+]. Given the product [O:1]=[C:2]1[N:11]([CH:12]2[CH2:17][CH2:16][N:15]([CH:34]3[CH2:39][CH2:38][N:37]([C:40]([O:42][CH:43]([CH3:45])[CH3:44])=[O:41])[CH2:36][CH2:35]3)[CH2:14][CH2:13]2)[C@H:10]2[C@@H:5]([CH2:6][CH2:7][CH2:8][CH2:9]2)[O:4][CH2:3]1, predict the reactants needed to synthesize it. (6) Given the product [CH3:17][N:2]([CH3:1])[C:3]1[CH:4]=[C:5]([CH3:16])[C:6]([C:10]2[N:11]=[C:12]([NH:15][C:26](=[O:33])[C:27]3[CH:32]=[CH:31][N:30]=[CH:29][CH:28]=3)[S:13][CH:14]=2)=[C:7]([CH3:9])[CH:8]=1, predict the reactants needed to synthesize it. The reactants are: [CH3:1][N:2]([CH3:17])[C:3]1[CH:8]=[C:7]([CH3:9])[C:6]([C:10]2[N:11]=[C:12]([NH2:15])[S:13][CH:14]=2)=[C:5]([CH3:16])[CH:4]=1.C(N(CC)CC)C.Cl.[C:26](Cl)(=[O:33])[C:27]1[CH:32]=[CH:31][N:30]=[CH:29][CH:28]=1.